From a dataset of Forward reaction prediction with 1.9M reactions from USPTO patents (1976-2016). Predict the product of the given reaction. (1) Given the reactants [CH3:1][O:2][C:3]1[CH:11]=[C:10]([O:12][CH3:13])[CH:9]=[CH:8][C:4]=1[C:5](O)=[O:6].O=S(Cl)[Cl:16], predict the reaction product. The product is: [CH3:1][O:2][C:3]1[CH:11]=[C:10]([O:12][CH3:13])[CH:9]=[CH:8][C:4]=1[C:5]([Cl:16])=[O:6]. (2) Given the reactants C([O:8][C:9]1[CH:14]=[CH:13][C:12]([C:15]2[C:32]([C:33]#[N:34])=[C:18]3[N:19]=[CH:20][CH:21]=[C:22]([C:23]4[CH:28]=[CH:27][CH:26]=[CH:25][C:24]=4[N+:29]([O-])=O)[N:17]3[N:16]=2)=[CH:11][CH:10]=1)C1C=CC=CC=1, predict the reaction product. The product is: [NH2:29][C:24]1[CH:25]=[CH:26][CH:27]=[CH:28][C:23]=1[CH:22]1[N:17]2[N:16]=[C:15]([C:12]3[CH:11]=[CH:10][C:9]([OH:8])=[CH:14][CH:13]=3)[C:32]([C:33]#[N:34])=[C:18]2[NH:19][CH2:20][CH2:21]1. (3) Given the reactants [C:1]([O:5][C:6]([N:8]1[CH2:13][CH:12]=[C:11]([C:14]2[CH:15]=[N:16][CH:17]=[C:18]([C:22]3[CH:23]=[N:24][C:25]4[N:26]([C:32](=[O:34])[NH2:33])[CH2:27][CH2:28][CH2:29][C:30]=4[CH:31]=3)[C:19]=2[C:20]#[N:21])[CH2:10][CH2:9]1)=[O:7])([CH3:4])([CH3:3])[CH3:2].C([O-])=O.[NH4+], predict the reaction product. The product is: [C:1]([O:5][C:6]([N:8]1[CH2:13][CH2:12][CH:11]([C:14]2[CH:15]=[N:16][CH:17]=[C:18]([C:22]3[CH:23]=[N:24][C:25]4[N:26]([C:32](=[O:34])[NH2:33])[CH2:27][CH2:28][CH2:29][C:30]=4[CH:31]=3)[C:19]=2[C:20]#[N:21])[CH2:10][CH2:9]1)=[O:7])([CH3:4])([CH3:2])[CH3:3]. (4) The product is: [Cl:1][C:2]1[CH:3]=[C:4]([B:9]2[O:10][CH2:14][C:13]([CH3:17])([CH3:15])[CH2:12][O:11]2)[CH:5]=[CH:6][C:7]=1[F:8]. Given the reactants [Cl:1][C:2]1[CH:3]=[C:4]([B:9]([OH:11])[OH:10])[CH:5]=[CH:6][C:7]=1[F:8].[CH3:12][C:13]([CH2:17]O)([CH2:15]O)[CH3:14], predict the reaction product. (5) Given the reactants [NH2:1][C:2]1[C:3]2[C:29]([CH3:35])([C:30]([O:32]CC)=O)[C:28](=[O:36])[NH:27][C:4]=2[N:5]=[C:6]([C:8]2[C:16]3[C:11](=[CH:12][C:13]([Cl:17])=[CH:14][CH:15]=3)[N:10]([CH2:18][CH2:19][C:20]([F:26])([F:25])[C:21]([F:24])([F:23])[F:22])[N:9]=2)[N:7]=1.[NH2:37][NH2:38], predict the reaction product. The product is: [NH2:1][C:2]1[C:3]2[C:29]([CH3:35])([C:30]([NH:37][NH2:38])=[O:32])[C:28](=[O:36])[NH:27][C:4]=2[N:5]=[C:6]([C:8]2[C:16]3[C:11](=[CH:12][C:13]([Cl:17])=[CH:14][CH:15]=3)[N:10]([CH2:18][CH2:19][C:20]([F:26])([F:25])[C:21]([F:24])([F:22])[F:23])[N:9]=2)[N:7]=1. (6) The product is: [F:1][C:2]1[CH:3]=[C:4]([CH:28]=[C:29]([F:31])[CH:30]=1)[CH2:5][NH:6][C:7](=[O:8])[CH:9]([CH3:27])[C:10]([NH:12][CH:13]([CH2:17][C:18]1[C:26]2[C:21](=[CH:22][CH:23]=[CH:24][CH:25]=2)[NH:20][CH:19]=1)[C:14]([N:59]1[CH2:58][CH2:57][C:56]2[C:61](=[CH:62][CH:63]=[C:54]([O:53][CH3:52])[CH:55]=2)[CH2:60]1)=[O:15])=[O:11]. Given the reactants [F:1][C:2]1[CH:3]=[C:4]([CH:28]=[C:29]([F:31])[CH:30]=1)[CH2:5][NH:6][C:7]([CH:9]([CH3:27])[C:10]([NH:12][CH:13]([CH2:17][C:18]1[C:26]2[C:21](=[CH:22][CH:23]=[CH:24][CH:25]=2)[NH:20][CH:19]=1)[C:14](O)=[O:15])=[O:11])=[O:8].[B-](F)(F)(F)F.CN(C(ON1C(=O)C=CC=C1)=[N+](C)C)C.[CH3:52][O:53][C:54]1[CH:55]=[C:56]2[C:61](=[CH:62][CH:63]=1)[CH2:60][NH:59][CH2:58][CH2:57]2.CC#N, predict the reaction product. (7) Given the reactants [CH:1]([O:4][C:5]1[CH:10]=[CH:9][C:8]([N:11]2[CH2:16][CH2:15][N:14]([CH3:17])[CH2:13][CH2:12]2)=[CH:7][C:6]=1[N+:18]([O-])=O)([CH3:3])[CH3:2], predict the reaction product. The product is: [CH:1]([O:4][C:5]1[CH:10]=[CH:9][C:8]([N:11]2[CH2:16][CH2:15][N:14]([CH3:17])[CH2:13][CH2:12]2)=[CH:7][C:6]=1[NH2:18])([CH3:3])[CH3:2]. (8) Given the reactants CC(OI1(OC(C)=O)(OC(C)=O)OC(=O)C2C=CC=CC1=2)=O.[CH3:23][N:24]([CH3:47])[C:25]1[CH:34]=[C:33]2[C:28]([CH:29]=[C:30]3[CH2:45][CH2:44][C:43](=[O:46])[C:31]3=[C:32]2[C:35]2[CH:40]=[CH:39][C:38]([CH2:41][OH:42])=[CH:37][CH:36]=2)=[CH:27][CH:26]=1, predict the reaction product. The product is: [CH3:23][N:24]([CH3:47])[C:25]1[CH:34]=[C:33]2[C:28](=[CH:27][CH:26]=1)[CH:29]=[C:30]1[CH2:45][CH2:44][C:43](=[O:46])[C:31]1=[C:32]2[C:35]1[CH:36]=[CH:37][C:38]([CH:41]=[O:42])=[CH:39][CH:40]=1. (9) Given the reactants [CH:1]1([CH:7]2[CH2:12][C:11](=[O:13])[CH:10]=[CH:9][N:8]2[C:14]([O:16][CH2:17][C:18]2[CH:23]=[CH:22][CH:21]=[CH:20][CH:19]=2)=[O:15])[CH2:6][CH2:5][CH2:4][CH2:3][CH2:2]1, predict the reaction product. The product is: [CH:1]1([CH:7]2[CH2:12][C:11](=[O:13])[CH2:10][CH2:9][N:8]2[C:14]([O:16][CH2:17][C:18]2[CH:23]=[CH:22][CH:21]=[CH:20][CH:19]=2)=[O:15])[CH2:6][CH2:5][CH2:4][CH2:3][CH2:2]1.